This data is from NCI-60 drug combinations with 297,098 pairs across 59 cell lines. The task is: Regression. Given two drug SMILES strings and cell line genomic features, predict the synergy score measuring deviation from expected non-interaction effect. (1) Cell line: OVCAR-8. Synergy scores: CSS=-1.72, Synergy_ZIP=4.92, Synergy_Bliss=6.19, Synergy_Loewe=-0.573, Synergy_HSA=0.486. Drug 2: N.N.Cl[Pt+2]Cl. Drug 1: C1CCN(CC1)CCOC2=CC=C(C=C2)C(=O)C3=C(SC4=C3C=CC(=C4)O)C5=CC=C(C=C5)O. (2) Synergy scores: CSS=18.2, Synergy_ZIP=-3.98, Synergy_Bliss=-0.666, Synergy_Loewe=2.64, Synergy_HSA=3.33. Drug 1: C1CN1C2=NC(=NC(=N2)N3CC3)N4CC4. Drug 2: C1=CC(=C2C(=C1NCCNCCO)C(=O)C3=C(C=CC(=C3C2=O)O)O)NCCNCCO. Cell line: EKVX. (3) Drug 1: CN1CCC(CC1)COC2=C(C=C3C(=C2)N=CN=C3NC4=C(C=C(C=C4)Br)F)OC. Drug 2: CC1C(C(CC(O1)OC2CC(CC3=C2C(=C4C(=C3O)C(=O)C5=C(C4=O)C(=CC=C5)OC)O)(C(=O)C)O)N)O.Cl. Cell line: DU-145. Synergy scores: CSS=30.3, Synergy_ZIP=13.7, Synergy_Bliss=19.4, Synergy_Loewe=18.1, Synergy_HSA=20.4. (4) Drug 1: C1CCN(CC1)CCOC2=CC=C(C=C2)C(=O)C3=C(SC4=C3C=CC(=C4)O)C5=CC=C(C=C5)O. Drug 2: CCCS(=O)(=O)NC1=C(C(=C(C=C1)F)C(=O)C2=CNC3=C2C=C(C=N3)C4=CC=C(C=C4)Cl)F. Cell line: HCT-15. Synergy scores: CSS=9.74, Synergy_ZIP=1.24, Synergy_Bliss=-0.997, Synergy_Loewe=-9.31, Synergy_HSA=-3.17. (5) Drug 1: C1CCC(CC1)NC(=O)N(CCCl)N=O. Drug 2: CC(C1=C(C=CC(=C1Cl)F)Cl)OC2=C(N=CC(=C2)C3=CN(N=C3)C4CCNCC4)N. Cell line: HCC-2998. Synergy scores: CSS=1.80, Synergy_ZIP=-3.56, Synergy_Bliss=-5.22, Synergy_Loewe=-11.7, Synergy_HSA=-7.00. (6) Drug 1: CC1=CC2C(CCC3(C2CCC3(C(=O)C)OC(=O)C)C)C4(C1=CC(=O)CC4)C. Drug 2: B(C(CC(C)C)NC(=O)C(CC1=CC=CC=C1)NC(=O)C2=NC=CN=C2)(O)O. Cell line: ACHN. Synergy scores: CSS=4.61, Synergy_ZIP=1.15, Synergy_Bliss=4.82, Synergy_Loewe=4.23, Synergy_HSA=3.81. (7) Drug 1: CN1C2=C(C=C(C=C2)N(CCCl)CCCl)N=C1CCCC(=O)O.Cl. Drug 2: CC1C(C(CC(O1)OC2CC(CC3=C2C(=C4C(=C3O)C(=O)C5=C(C4=O)C(=CC=C5)OC)O)(C(=O)CO)O)N)O.Cl. Cell line: BT-549. Synergy scores: CSS=20.8, Synergy_ZIP=-4.88, Synergy_Bliss=-3.17, Synergy_Loewe=-29.5, Synergy_HSA=-6.33. (8) Drug 1: C1=NC2=C(N=C(N=C2N1C3C(C(C(O3)CO)O)O)F)N. Drug 2: CC1=C(C(=O)C2=C(C1=O)N3CC4C(C3(C2COC(=O)N)OC)N4)N. Cell line: NCI/ADR-RES. Synergy scores: CSS=36.7, Synergy_ZIP=-9.19, Synergy_Bliss=-3.86, Synergy_Loewe=-4.13, Synergy_HSA=-0.799. (9) Drug 1: CC1C(C(CC(O1)OC2CC(CC3=C2C(=C4C(=C3O)C(=O)C5=C(C4=O)C(=CC=C5)OC)O)(C(=O)C)O)N)O.Cl. Drug 2: CC(C)(C#N)C1=CC(=CC(=C1)CN2C=NC=N2)C(C)(C)C#N. Cell line: UO-31. Synergy scores: CSS=8.95, Synergy_ZIP=1.15, Synergy_Bliss=-2.83, Synergy_Loewe=-1.31, Synergy_HSA=-0.420.